Dataset: Reaction yield outcomes from USPTO patents with 853,638 reactions. Task: Predict the reaction yield, written as a fraction of the theoretical maximum amount of product (1.0 means a 100% yield; for example, 0.34 means a 34% yield). The reactants are [CH2:1]([NH2:5])[CH:2](C)C.FC1C=C(C)C=CC=1[N+]([O-])=[O:14].[CH2:17]([NH:21][C:22]1[CH:28]=[C:27]([CH3:29])[CH:26]=[CH:25][C:23]=1[NH2:24])[CH:18]([CH3:20])[CH3:19].N[C:31]1[S:32]C=[CH:34][N:35]=1. No catalyst specified. The product is [CH2:17]([NH:21][C:22]1[CH:28]=[C:27]([CH3:29])[CH:26]=[CH:25][C:23]=1[NH2:24])[CH:18]([CH3:20])[CH3:19].[CH2:17]([NH:21][C:22]1[CH:28]=[C:27]([CH3:29])[CH:26]=[CH:25][C:23]=1[NH:24][C:34]([NH:35][C:31]1[S:32][CH:2]=[CH:1][N:5]=1)=[O:14])[CH:18]([CH3:20])[CH3:19]. The yield is 0.690.